Predict which catalyst facilitates the given reaction. From a dataset of Catalyst prediction with 721,799 reactions and 888 catalyst types from USPTO. (1) Reactant: [CH3:1][C:2]1[C:10]2[C:9](=[O:11])[NH:8][CH:7]=[N:6][C:5]=2[S:4][C:3]=1[C:12]([O:14][CH3:15])=[O:13].C([O-])([O-])=O.[K+].[K+].[C:22]([NH:26][C:27](=[O:30])[CH2:28]Cl)([CH3:25])([CH3:24])[CH3:23]. Product: [C:22]([NH:26][C:27](=[O:30])[CH2:28][N:8]1[C:9](=[O:11])[C:10]2[C:2]([CH3:1])=[C:3]([C:12]([O:14][CH3:15])=[O:13])[S:4][C:5]=2[N:6]=[CH:7]1)([CH3:25])([CH3:24])[CH3:23]. The catalyst class is: 23. (2) Reactant: [Br:1][C:2]1[C:3](Cl)=[N:4][CH:5]=[N:6][C:7]=1[C:8]([F:11])([F:10])[F:9].[CH3:13][O-:14].[Na+]. Product: [Br:1][C:2]1[C:3]([O:14][CH3:13])=[N:4][CH:5]=[N:6][C:7]=1[C:8]([F:11])([F:10])[F:9]. The catalyst class is: 5.